The task is: Predict the product of the given reaction.. This data is from Forward reaction prediction with 1.9M reactions from USPTO patents (1976-2016). (1) Given the reactants [C:1]1([CH:7]([C:28]2[CH:33]=[CH:32][CH:31]=[CH:30][CH:29]=2)[N:8]2[CH2:13][CH2:12][CH:11]([CH2:14][CH2:15][CH2:16][NH:17][C:18](=[O:27])[CH:19]=[CH:20][C:21]3[CH:22]=[N:23][CH:24]=[CH:25][CH:26]=3)[CH2:10][CH2:9]2)[CH:6]=[CH:5][CH:4]=[CH:3][CH:2]=1.[H][H], predict the reaction product. The product is: [C:1]1([CH:7]([C:28]2[CH:29]=[CH:30][CH:31]=[CH:32][CH:33]=2)[N:8]2[CH2:13][CH2:12][CH:11]([CH2:14][CH2:15][CH2:16][NH:17][C:18](=[O:27])[CH2:19][CH2:20][C:21]3[CH:22]=[N:23][CH:24]=[CH:25][CH:26]=3)[CH2:10][CH2:9]2)[CH:2]=[CH:3][CH:4]=[CH:5][CH:6]=1. (2) Given the reactants [C:1]([O:5][C:6](=[O:36])[NH:7][C:8]1([C:12]2[CH:17]=[CH:16][C:15]([C:18]3[C:27](=[O:28])[C:26]4[C:21](=[CH:22][CH:23]=[C:24](F)[CH:25]=4)[O:20][C:19]=3[C:30]3[CH:35]=[CH:34][CH:33]=[CH:32][CH:31]=3)=[CH:14][CH:13]=2)[CH2:11][CH2:10][CH2:9]1)([CH3:4])([CH3:3])[CH3:2].IC1C(=O)C2C(=C(OC)C=CC=2)[O:40][C:39]=1C1C=CC=CC=1, predict the reaction product. The product is: [C:1]([O:5][C:6](=[O:36])[NH:7][C:8]1([C:12]2[CH:17]=[CH:16][C:15]([C:18]3[C:27](=[O:28])[C:26]4[C:21](=[C:22]([O:40][CH3:39])[CH:23]=[CH:24][CH:25]=4)[O:20][C:19]=3[C:30]3[CH:35]=[CH:34][CH:33]=[CH:32][CH:31]=3)=[CH:14][CH:13]=2)[CH2:11][CH2:10][CH2:9]1)([CH3:4])([CH3:3])[CH3:2]. (3) Given the reactants [CH3:1][O:2][C:3]1[C:16]2[C:15](=[O:17])[C:14]3[C:9](=[CH:10][CH:11]=[CH:12][C:13]=3[O:18][CH3:19])[C:8](=[O:20])[C:7]=2[CH:6]=[C:5](N)[CH:4]=1.N(OCCC(C)C)=O.[I:30]CI, predict the reaction product. The product is: [CH3:1][O:2][C:3]1[C:16]2[C:15](=[O:17])[C:14]3[C:9](=[CH:10][CH:11]=[CH:12][C:13]=3[O:18][CH3:19])[C:8](=[O:20])[C:7]=2[CH:6]=[C:5]([I:30])[CH:4]=1. (4) Given the reactants [CH3:1][O:2][C:3]1[CH:12]=[C:11]2[C:6]([CH2:7][C:8]([CH3:23])([CH3:22])[N:9]([CH2:13][C:14]3[CH:19]=[CH:18][CH:17]=[C:16]([O:20][CH3:21])[CH:15]=3)[CH2:10]2)=[CH:5][C:4]=1[O:24][Si](C(C)C)(C(C)C)C(C)C.[NH2:35][S:36](Cl)(=[O:38])=[O:37], predict the reaction product. The product is: [S:36](=[O:38])(=[O:37])([O:24][C:4]1[CH:5]=[C:6]2[C:11](=[CH:12][C:3]=1[O:2][CH3:1])[CH2:10][N:9]([CH2:13][C:14]1[CH:19]=[CH:18][CH:17]=[C:16]([O:20][CH3:21])[CH:15]=1)[C:8]([CH3:23])([CH3:22])[CH2:7]2)[NH2:35]. (5) Given the reactants [F:1][C:2]1[CH:3]=[C:4]([C:8]2[C:17]3[C:12](=[CH:13][CH:14]=[CH:15][CH:16]=3)[C:11]([CH3:18])=[N:10][C:9]=2[C:19]([OH:21])=O)[CH:5]=[CH:6][CH:7]=1.F[P-](F)(F)(F)(F)F.[N:29]1([O:38][C:39](N(C)C)=[N+](C)C)[C:33]2C=CC=CC=2N=N1.C(N(CC)CC)C.Cl.CNOC, predict the reaction product. The product is: [F:1][C:2]1[CH:3]=[C:4]([C:8]2[C:17]3[C:12](=[CH:13][CH:14]=[CH:15][CH:16]=3)[C:11]([CH3:18])=[N:10][C:9]=2[C:19]([N:29]([O:38][CH3:39])[CH3:33])=[O:21])[CH:5]=[CH:6][CH:7]=1.